Dataset: Forward reaction prediction with 1.9M reactions from USPTO patents (1976-2016). Task: Predict the product of the given reaction. (1) Given the reactants F[C:2]1[CH:26]=[CH:25][C:5]([C:6]([NH:8][C:9]2[CH:24]=[CH:23][CH:22]=[CH:21][C:10]=2[C:11]([NH:13][C:14]2[CH:19]=[CH:18][C:17]([Cl:20])=[CH:16][N:15]=2)=[O:12])=[O:7])=[C:4]([O:27][CH:28]2[CH2:33][CH2:32][N:31]([C:34]([O:36][C:37]([CH3:40])([CH3:39])[CH3:38])=[O:35])[CH2:30][CH2:29]2)[CH:3]=1.[NH:41]1[CH2:45][CH2:44][CH2:43][CH2:42]1, predict the reaction product. The product is: [N:41]1([C:2]2[CH:26]=[CH:25][C:5]([C:6]([NH:8][C:9]3[CH:24]=[CH:23][CH:22]=[CH:21][C:10]=3[C:11]([NH:13][C:14]3[CH:19]=[CH:18][C:17]([Cl:20])=[CH:16][N:15]=3)=[O:12])=[O:7])=[C:4]([O:27][CH:28]3[CH2:33][CH2:32][N:31]([C:34]([O:36][C:37]([CH3:40])([CH3:39])[CH3:38])=[O:35])[CH2:30][CH2:29]3)[CH:3]=2)[CH2:45][CH2:44][CH2:43][CH2:42]1. (2) Given the reactants [S:1]1[CH:5]=[CH:4][CH:3]=[C:2]1[C:6]1[CH:10]=[CH:9][NH:8][N:7]=1.C([O-])([O-])=O.[K+].[K+].Cl[CH2:18][C:19]([N:21]1[CH2:26][CH2:25][N:24]([C:27]2[CH:32]=[CH:31][C:30]([F:33])=[CH:29][CH:28]=2)[CH2:23][CH2:22]1)=[O:20].CN(C=O)C, predict the reaction product. The product is: [F:33][C:30]1[CH:29]=[CH:28][C:27]([N:24]2[CH2:23][CH2:22][N:21]([C:19](=[O:20])[CH2:18][N:8]3[CH:9]=[CH:10][C:6]([C:2]4[S:1][CH:5]=[CH:4][CH:3]=4)=[N:7]3)[CH2:26][CH2:25]2)=[CH:32][CH:31]=1.